From a dataset of Catalyst prediction with 721,799 reactions and 888 catalyst types from USPTO. Predict which catalyst facilitates the given reaction. (1) Reactant: [Na].[Na].[Cl:3][C:4]1[CH:5]=[C:6]([N:11]2[C:15](=[O:16])[NH:14][NH:13][C:12]2=[O:17])[CH:7]=[C:8]([Cl:10])[CH:9]=1.[Br:18][C:19]1[CH:24]=[CH:23][C:22]([CH2:25][O:26][CH:27]([CH2:30]Cl)[CH2:28]Br)=[CH:21][CH:20]=1. Product: [Br:18][C:19]1[CH:20]=[CH:21][C:22]([CH2:25][O:26][CH:27]2[CH2:30][N:13]3[C:12](=[O:17])[N:11]([C:6]4[CH:5]=[C:4]([Cl:3])[CH:9]=[C:8]([Cl:10])[CH:7]=4)[C:15](=[O:16])[N:14]3[CH2:28]2)=[CH:23][CH:24]=1. The catalyst class is: 3. (2) Reactant: Br[C:2]([Br:5])(Br)Br.OC[CH:8]1[CH2:13][CH2:12][N:11]([C:14]2[C:15]3[C:29]([C:30]4[CH:35]=[CH:34][CH:33]=[CH:32][CH:31]=4)=[CH:28][S:27][C:16]=3[N:17]=[C:18]([CH2:20][N:21]3[CH2:25][CH2:24][CH2:23][C:22]3=[O:26])[N:19]=2)[CH2:10][CH2:9]1. Product: [Br:5][CH2:2][CH:8]1[CH2:9][CH2:10][N:11]([C:14]2[C:15]3[C:29]([C:30]4[CH:35]=[CH:34][CH:33]=[CH:32][CH:31]=4)=[CH:28][S:27][C:16]=3[N:17]=[C:18]([CH2:20][N:21]3[CH2:25][CH2:24][CH2:23][C:22]3=[O:26])[N:19]=2)[CH2:12][CH2:13]1. The catalyst class is: 4.